From a dataset of Full USPTO retrosynthesis dataset with 1.9M reactions from patents (1976-2016). Predict the reactants needed to synthesize the given product. (1) Given the product [F:18][C:14]([F:13])([F:17])[CH2:7][O:6][C:5]([N:53]1[CH2:54][CH2:55][CH:50]([N:47]2[C:43]3=[N:44][CH:45]=[N:46][C:41]([O:40][C:39]4[CH:38]=[CH:37][C:36]([S:33]([CH3:32])(=[O:34])=[O:35])=[CH:57][CH:56]=4)=[C:42]3[CH:49]=[N:48]2)[CH2:51][CH2:52]1)=[O:11], predict the reactants needed to synthesize it. The reactants are: ClC(Cl)(O[C:5](=[O:11])[O:6][C:7](Cl)(Cl)Cl)Cl.[F:13][C:14]([F:18])([F:17])CO.N1C=CC=CC=1.FC(F)(F)C(O)=O.[CH3:32][S:33]([C:36]1[CH:57]=[CH:56][C:39]([O:40][C:41]2[N:46]=[CH:45][N:44]=[C:43]3[N:47]([CH:50]4[CH2:55][CH2:54][NH:53][CH2:52][CH2:51]4)[N:48]=[CH:49][C:42]=23)=[CH:38][CH:37]=1)(=[O:35])=[O:34].C(N(C(C)C)CC)(C)C. (2) Given the product [CH2:28]([N:19]1[C:20]2[C:25](=[CH:24][CH:23]=[CH:22][N:21]=2)[C:26]([OH:27])=[C:17]([C:15]2[NH:14][C:6]3[C:7]([CH3:13])=[CH:8][CH:9]=[C:10]([O:11][CH3:12])[C:5]=3[S:2](=[O:3])(=[O:4])[N:1]=2)[C:18]1=[O:35])[C:29]1[CH:30]=[CH:31][CH:32]=[CH:33][CH:34]=1, predict the reactants needed to synthesize it. The reactants are: [NH2:1][S:2]([C:5]1[C:10]([O:11][CH3:12])=[CH:9][CH:8]=[C:7]([CH3:13])[C:6]=1[NH:14][C:15]([C:17]1[C:18](=[O:35])[N:19]([CH2:28][C:29]2[CH:34]=[CH:33][CH:32]=[CH:31][CH:30]=2)[C:20]2[C:25]([C:26]=1[OH:27])=[CH:24][CH:23]=[CH:22][N:21]=2)=O)(=[O:4])=[O:3]. (3) Given the product [CH2:1]([O:8][C:9]1[CH:10]=[C:11]([CH:14]=[CH:15][C:16]=1[O:17][CH2:18][CH3:19])[CH2:12][OH:13])[C:2]1[CH:3]=[CH:4][CH:5]=[CH:6][CH:7]=1, predict the reactants needed to synthesize it. The reactants are: [CH2:1]([O:8][C:9]1[CH:10]=[C:11]([CH:14]=[CH:15][C:16]=1[O:17][CH2:18][CH3:19])[CH:12]=[O:13])[C:2]1[CH:7]=[CH:6][CH:5]=[CH:4][CH:3]=1.[H-].[Al+3].[Li+].[H-].[H-].[H-].O.O.O.O.O.O.O.O.O.O.[O-]S([O-])(=O)=O.[Na+].[Na+]. (4) Given the product [NH:4]1[CH:3]=[C:7]([CH2:8][O:9][C:10]2[CH:11]=[C:12]([CH:17]=[CH:18][CH:19]=2)[C:13]([OH:15])=[O:14])[N:6]=[N:5]1, predict the reactants needed to synthesize it. The reactants are: C[Si](C)(C)[C:3]1[N:4]=[N:5][NH:6][C:7]=1[CH2:8][O:9][C:10]1[CH:11]=[C:12]([CH:17]=[CH:18][CH:19]=1)[C:13]([O:15]C)=[O:14].O1CCCC1.[OH-].[Li+].Cl. (5) Given the product [C:46]([C:44]1[CH:43]=[C:42]([C:50]2[N:55]=[C:54]([N:56]3[CH2:57][CH2:58][N:59]([C:11](=[O:13])[CH2:10][N:3]4[C:4]5=[N:5][CH:6]=[CH:7][CH:8]=[C:9]5[N:1]=[CH:2]4)[CH2:60][CH2:61]3)[CH:53]=[CH:52][CH:51]=2)[CH:41]=[C:40]([C:36]([CH3:39])([CH3:38])[CH3:37])[CH:45]=1)([CH3:47])([CH3:48])[CH3:49], predict the reactants needed to synthesize it. The reactants are: [N:1]1[C:9]2[C:4](=[N:5][CH:6]=[CH:7][CH:8]=2)[N:3]([CH2:10][C:11]([OH:13])=O)[CH:2]=1.CN1CCOCC1.O.ON1C2C=CC=CC=2N=N1.C(Cl)CCl.[C:36]([C:40]1[CH:41]=[C:42]([C:50]2[N:55]=[C:54]([N:56]3[CH2:61][CH2:60][NH:59][CH2:58][CH2:57]3)[CH:53]=[CH:52][CH:51]=2)[CH:43]=[C:44]([C:46]([CH3:49])([CH3:48])[CH3:47])[CH:45]=1)([CH3:39])([CH3:38])[CH3:37].